From a dataset of Reaction yield outcomes from USPTO patents with 853,638 reactions. Predict the reaction yield, written as a fraction of the theoretical maximum amount of product (1.0 means a 100% yield; for example, 0.34 means a 34% yield). The yield is 0.280. The reactants are [CH2:1]1[CH2:6][C@H:5]([C:7]([OH:9])=[O:8])[CH2:4][CH2:3][C@H:2]1[CH2:10][NH2:11].[C:12]([O:17][CH:18]([O:20][C:21](ON1C(=O)CCC1=O)=[O:22])[CH3:19])(=[O:16])[CH2:13][CH2:14][CH3:15]. The catalyst is CC(OC)(C)C.CC(C)=O.O. The product is [C:12]([O:17][CH:18]([O:20][C:21]([NH:11][CH2:10][C@H:2]1[CH2:3][CH2:4][C@H:5]([C:7]([OH:9])=[O:8])[CH2:6][CH2:1]1)=[O:22])[CH3:19])(=[O:16])[CH2:13][CH2:14][CH3:15].